Dataset: Reaction yield outcomes from USPTO patents with 853,638 reactions. Task: Predict the reaction yield, written as a fraction of the theoretical maximum amount of product (1.0 means a 100% yield; for example, 0.34 means a 34% yield). (1) The reactants are [O:1]1[CH2:6][CH2:5][CH:4]([CH2:7][CH2:8][N:9]2[C:14]3=[N:15][C:16]([Sn](C)(C)C)=[CH:17][N:18]=[C:13]3[NH:12][CH2:11][C:10]2=[O:23])[CH2:3][CH2:2]1.Br[C:25]1[N:30]=[C:29]2[N:31]([CH2:36][CH2:37][CH:38]3[CH2:43][CH2:42]OCC3)C(=O)CNC2=NC=1.C[Sn](C)C.C[Sn](C)C. The catalyst is C1C=CC([P]([Pd]([P](C2C=CC=CC=2)(C2C=CC=CC=2)C2C=CC=CC=2)([P](C2C=CC=CC=2)(C2C=CC=CC=2)C2C=CC=CC=2)[P](C2C=CC=CC=2)(C2C=CC=CC=2)C2C=CC=CC=2)(C2C=CC=CC=2)C2C=CC=CC=2)=CC=1.O1CCOCC1. The product is [NH:31]1[C:29]2=[N:30][CH:25]=[C:42]([C:16]3[N:15]=[C:14]4[N:9]([CH2:8][CH2:7][CH:4]5[CH2:5][CH2:6][O:1][CH2:2][CH2:3]5)[C:10](=[O:23])[CH2:11][NH:12][C:13]4=[N:18][CH:17]=3)[CH:43]=[C:38]2[CH:37]=[CH:36]1. The yield is 0.546. (2) The reactants are C(O[C:6]([N:8]1[CH2:12][CH2:11][C@H:10]([NH:13][C:14]2[C:15]3[CH2:23][N:22]([C:24]4[CH:25]=[N:26][C:27]([O:34][CH3:35])=[C:28]([C:30]([F:33])([F:32])[F:31])[CH:29]=4)[CH2:21][CH2:20][C:16]=3[N:17]=[CH:18][N:19]=2)[CH2:9]1)=[O:7])(C)(C)C.[C:36](O)([C:38](F)(F)F)=O.C([O-])(O)=O.[Na+].C(Cl)(=O)CC. The catalyst is C(Cl)Cl.CCOC(C)=O. The product is [CH3:35][O:34][C:27]1[N:26]=[CH:25][C:24]([N:22]2[CH2:21][CH2:20][C:16]3[N:17]=[CH:18][N:19]=[C:14]([NH:13][C@H:10]4[CH2:11][CH2:12][N:8]([C:6](=[O:7])[CH2:36][CH3:38])[CH2:9]4)[C:15]=3[CH2:23]2)=[CH:29][C:28]=1[C:30]([F:33])([F:31])[F:32]. The yield is 0.760. (3) The reactants are [CH:1]1([CH:6]([OH:12])[C:7]#COCC)[CH2:5][CH2:4][CH2:3][CH2:2]1.[C:13]([O-:16])(O)=[O:14].[Na+].[O-]S([O-])(=O)=O.[Mg+2].[O-:24][Mn](=O)(=O)=O.[K+].[CH3:30][C:31](C)=O. The catalyst is O. The product is [CH2:30]([O:16][C:13](=[O:14])[C:7](=[O:24])[CH:6]([CH:1]1[CH2:2][CH2:3][CH2:4][CH2:5]1)[OH:12])[CH3:31]. The yield is 0.540. (4) The reactants are [NH2:1][C:2]1[C:7]([Br:8])=[CH:6][CH:5]=[CH:4][N:3]=1.[C:9](OC(=O)C)(=[O:11])[CH3:10]. No catalyst specified. The product is [Br:8][C:7]1[C:2]([NH:1][C:9](=[O:11])[CH3:10])=[N:3][CH:4]=[CH:5][CH:6]=1. The yield is 0.720. (5) The reactants are [CH:1]1([CH2:4][C:5]([NH:7][C:8]2[N:9]=[C:10]3[CH:15]=[CH:14][C:13](I)=[N:12][N:11]3[CH:17]=2)=[O:6])[CH2:3][CH2:2]1.[NH2:18][C:19]1[CH:20]=[C:21]([OH:26])[CH:22]=[CH:23][C:24]=1[CH3:25].C(=O)([O-])[O-].[K+].[K+]. The catalyst is CN(C)C=O. The product is [NH2:18][C:19]1[CH:20]=[C:21]([CH:22]=[CH:23][C:24]=1[CH3:25])[O:26][C:13]1[CH:14]=[CH:15][C:10]2[N:11]([CH:17]=[C:8]([NH:7][C:5](=[O:6])[CH2:4][CH:1]3[CH2:3][CH2:2]3)[N:9]=2)[N:12]=1. The yield is 0.470.